From a dataset of Peptide-MHC class I binding affinity with 185,985 pairs from IEDB/IMGT. Regression. Given a peptide amino acid sequence and an MHC pseudo amino acid sequence, predict their binding affinity value. This is MHC class I binding data. (1) The peptide sequence is HTQGYFPDW. The MHC is HLA-A24:02 with pseudo-sequence HLA-A24:02. The binding affinity (normalized) is 0.374. (2) The peptide sequence is SLFKNVRLLK. The MHC is HLA-A33:01 with pseudo-sequence HLA-A33:01. The binding affinity (normalized) is 0.288.